From a dataset of Reaction yield outcomes from USPTO patents with 853,638 reactions. Predict the reaction yield, written as a fraction of the theoretical maximum amount of product (1.0 means a 100% yield; for example, 0.34 means a 34% yield). The reactants are [C:1](Cl)(Cl)=[O:2].[NH:5]1[CH2:10][CH2:9][CH2:8][CH2:7][CH2:6]1.[N:11]1([S:17]([C:20]2[CH:25]=[CH:24][C:23]([NH:26][C:27](=[O:30])[CH:28]=[CH2:29])=[CH:22][CH:21]=2)(=[O:19])=[O:18])[CH2:16][CH2:15][NH:14][CH2:13][CH2:12]1.C(N(C(C)C)CC)(C)C. The catalyst is C1COCC1.CN(C=O)C. The product is [N:5]1([C:1]([N:14]2[CH2:13][CH2:12][N:11]([S:17]([C:20]3[CH:21]=[CH:22][C:23]([NH:26][C:27](=[O:30])[CH:28]=[CH2:29])=[CH:24][CH:25]=3)(=[O:18])=[O:19])[CH2:16][CH2:15]2)=[O:2])[CH2:10][CH2:9][CH2:8][CH2:7][CH2:6]1. The yield is 0.140.